From a dataset of Forward reaction prediction with 1.9M reactions from USPTO patents (1976-2016). Predict the product of the given reaction. Given the reactants [Cl:1][C:2]1[CH:27]=[C:26]([F:28])[CH:25]=[CH:24][C:3]=1[O:4][C:5]1[CH:10]=[CH:9][CH:8]=[CH:7][C:6]=1[NH:11][S:12]([C:15]1[CH:23]=[CH:22][C:18]([C:19](O)=[O:20])=[CH:17][CH:16]=1)(=[O:14])=[O:13].[N:29]1([CH2:35][CH2:36][NH2:37])[CH2:34][CH2:33][CH2:32][CH2:31][CH2:30]1, predict the reaction product. The product is: [Cl:1][C:2]1[CH:27]=[C:26]([F:28])[CH:25]=[CH:24][C:3]=1[O:4][C:5]1[CH:10]=[CH:9][CH:8]=[CH:7][C:6]=1[NH:11][S:12]([C:15]1[CH:23]=[CH:22][C:18]([C:19]([NH:37][CH2:36][CH2:35][N:29]2[CH2:34][CH2:33][CH2:32][CH2:31][CH2:30]2)=[O:20])=[CH:17][CH:16]=1)(=[O:13])=[O:14].